Dataset: NCI-60 drug combinations with 297,098 pairs across 59 cell lines. Task: Regression. Given two drug SMILES strings and cell line genomic features, predict the synergy score measuring deviation from expected non-interaction effect. (1) Drug 1: CCC1(CC2CC(C3=C(CCN(C2)C1)C4=CC=CC=C4N3)(C5=C(C=C6C(=C5)C78CCN9C7C(C=CC9)(C(C(C8N6C)(C(=O)OC)O)OC(=O)C)CC)OC)C(=O)OC)O.OS(=O)(=O)O. Drug 2: C1=CC=C(C=C1)NC(=O)CCCCCCC(=O)NO. Cell line: UO-31. Synergy scores: CSS=10.6, Synergy_ZIP=-1.46, Synergy_Bliss=1.53, Synergy_Loewe=-0.0455, Synergy_HSA=0.258. (2) Drug 1: CC1C(C(=O)NC(C(=O)N2CCCC2C(=O)N(CC(=O)N(C(C(=O)O1)C(C)C)C)C)C(C)C)NC(=O)C3=C4C(=C(C=C3)C)OC5=C(C(=O)C(=C(C5=N4)C(=O)NC6C(OC(=O)C(N(C(=O)CN(C(=O)C7CCCN7C(=O)C(NC6=O)C(C)C)C)C)C(C)C)C)N)C. Drug 2: N.N.Cl[Pt+2]Cl. Cell line: SK-OV-3. Synergy scores: CSS=36.4, Synergy_ZIP=-4.44, Synergy_Bliss=0.937, Synergy_Loewe=-4.35, Synergy_HSA=1.34. (3) Drug 1: CC(C1=C(C=CC(=C1Cl)F)Cl)OC2=C(N=CC(=C2)C3=CN(N=C3)C4CCNCC4)N. Drug 2: CCC1(CC2CC(C3=C(CCN(C2)C1)C4=CC=CC=C4N3)(C5=C(C=C6C(=C5)C78CCN9C7C(C=CC9)(C(C(C8N6C=O)(C(=O)OC)O)OC(=O)C)CC)OC)C(=O)OC)O.OS(=O)(=O)O. Cell line: SN12C. Synergy scores: CSS=30.5, Synergy_ZIP=-2.40, Synergy_Bliss=5.99, Synergy_Loewe=7.65, Synergy_HSA=7.98. (4) Drug 1: CC(CN1CC(=O)NC(=O)C1)N2CC(=O)NC(=O)C2. Drug 2: CCC1(CC2CC(C3=C(CCN(C2)C1)C4=CC=CC=C4N3)(C5=C(C=C6C(=C5)C78CCN9C7C(C=CC9)(C(C(C8N6C=O)(C(=O)OC)O)OC(=O)C)CC)OC)C(=O)OC)O.OS(=O)(=O)O. Cell line: SF-539. Synergy scores: CSS=33.3, Synergy_ZIP=-5.68, Synergy_Bliss=-1.72, Synergy_Loewe=-0.341, Synergy_HSA=0.0294. (5) Drug 1: CC1=C2C(C(=O)C3(C(CC4C(C3C(C(C2(C)C)(CC1OC(=O)C(C(C5=CC=CC=C5)NC(=O)C6=CC=CC=C6)O)O)OC(=O)C7=CC=CC=C7)(CO4)OC(=O)C)O)C)OC(=O)C. Drug 2: C1CN(CCN1C(=O)CCBr)C(=O)CCBr. Cell line: SW-620. Synergy scores: CSS=23.2, Synergy_ZIP=-8.27, Synergy_Bliss=1.62, Synergy_Loewe=-11.5, Synergy_HSA=2.87. (6) Drug 1: CCCS(=O)(=O)NC1=C(C(=C(C=C1)F)C(=O)C2=CNC3=C2C=C(C=N3)C4=CC=C(C=C4)Cl)F. Drug 2: C1=CC(=C2C(=C1NCCNCCO)C(=O)C3=C(C=CC(=C3C2=O)O)O)NCCNCCO. Cell line: SK-MEL-28. Synergy scores: CSS=63.7, Synergy_ZIP=7.20, Synergy_Bliss=7.61, Synergy_Loewe=0.969, Synergy_HSA=11.6. (7) Drug 1: CC1CCC2CC(C(=CC=CC=CC(CC(C(=O)C(C(C(=CC(C(=O)CC(OC(=O)C3CCCCN3C(=O)C(=O)C1(O2)O)C(C)CC4CCC(C(C4)OC)O)C)C)O)OC)C)C)C)OC. Drug 2: C(CC(=O)O)C(=O)CN.Cl. Cell line: HCT-15. Synergy scores: CSS=32.1, Synergy_ZIP=-13.4, Synergy_Bliss=-12.2, Synergy_Loewe=-49.0, Synergy_HSA=-6.81.